Dataset: Forward reaction prediction with 1.9M reactions from USPTO patents (1976-2016). Task: Predict the product of the given reaction. (1) Given the reactants Br[C:2]1[C:3]([CH2:20][OH:21])=[C:4]2[N:10]=[CH:9][N:8]([CH2:11][C:12]3[CH:17]=[CH:16][C:15]([O:18][CH3:19])=[CH:14][CH:13]=3)[C:5]2=[N:6][CH:7]=1.CO.[C:24]1(B(O)O)[CH:29]=[CH:28][CH:27]=[CH:26][CH:25]=1.C(=O)([O-])[O-].[Na+].[Na+], predict the reaction product. The product is: [CH3:19][O:18][C:15]1[CH:16]=[CH:17][C:12]([CH2:11][N:8]2[C:5]3=[N:6][CH:7]=[C:2]([C:24]4[CH:29]=[CH:28][CH:27]=[CH:26][CH:25]=4)[C:3]([CH2:20][OH:21])=[C:4]3[N:10]=[CH:9]2)=[CH:13][CH:14]=1. (2) Given the reactants [Br:1][C:2]1[CH:3]=[CH:4][C:5]2[N:6]([C:8]([CH:11]([C:13]3[N:14]=[N:15][C:16](Cl)=[CH:17][CH:18]=3)[CH3:12])=[N:9][N:10]=2)[CH:7]=1.[CH3:20][O:21][C:22]1[CH:27]=[C:26]([O:28][CH3:29])[CH:25]=[CH:24][C:23]=1[CH2:30][NH2:31].[C:32]([O-])(O)=O.[Na+], predict the reaction product. The product is: [CH3:20][O:21][C:22]1[CH:27]=[C:26]([O:28][CH3:29])[CH:25]=[CH:24][C:23]=1[CH2:30][NH:31][C:16]1[N:15]=[N:14][C:13]([CH:11]([C:8]2[N:6]3[CH:7]=[C:2]([CH3:32])[CH:3]=[CH:4][C:5]3=[N:10][N:9]=2)[CH3:12])=[CH:18][CH:17]=1.[Br:1][C:2]1[CH:3]=[CH:4][C:5]2[N:6]([C:8]([CH:11]([C:13]3[N:14]=[N:15][C:16]([NH:31][CH2:30][C:23]4[CH:24]=[CH:25][C:26]([O:28][CH3:29])=[CH:27][C:22]=4[O:21][CH3:20])=[CH:17][CH:18]=3)[CH3:12])=[N:9][N:10]=2)[CH:7]=1. (3) Given the reactants [CH3:1][C:2]1[NH:6][N:5]=[C:4]([NH2:7])[CH:3]=1.CCN(C(C)C)C(C)C.Cl[C:18]1[N:23]=[C:22]([S:24]([C:27]2[CH:32]=[CH:31][C:30]([F:33])=[CH:29][CH:28]=2)(=[O:26])=[O:25])[N:21]=[C:20]2[N:34]([CH2:37][CH3:38])[N:35]=[CH:36][C:19]=12.CC(O)=O, predict the reaction product. The product is: [CH2:37]([N:34]1[C:20]2=[N:21][C:22]([S:24]([C:27]3[CH:32]=[CH:31][C:30]([F:33])=[CH:29][CH:28]=3)(=[O:25])=[O:26])=[N:23][C:18]([NH:7][C:4]3[CH:3]=[C:2]([CH3:1])[NH:6][N:5]=3)=[C:19]2[CH:36]=[N:35]1)[CH3:38]. (4) Given the reactants [Br:1][C:2]1[CH:3]=[CH:4][C:5]([F:16])=[C:6]([C:8]2[C:9]([OH:15])=[CH:10][CH:11]=[CH:12][C:13]=2[F:14])[CH:7]=1.[CH3:17][C@@H:18](O)[CH2:19][CH:20]=[CH2:21].C1C=CC(P(C2C=CC=CC=2)C2C=CC=CC=2)=CC=1.CCOC(/N=N/C(OCC)=O)=O, predict the reaction product. The product is: [Br:1][C:2]1[CH:3]=[CH:4][C:5]([F:16])=[C:6]([C:8]2[C:9]([O:15][C@H:20]([CH2:19][CH:18]=[CH2:17])[CH3:21])=[CH:10][CH:11]=[CH:12][C:13]=2[F:14])[CH:7]=1. (5) Given the reactants [Br:1][C:2]1[CH:3]=[C:4]([CH:7]=[CH:8][C:9]=1F)[C:5]#[N:6].[CH2:11]([OH:18])[C:12]1[CH:17]=[CH:16][CH:15]=[CH:14][CH:13]=1.[H-].[Na+], predict the reaction product. The product is: [CH2:11]([O:18][C:9]1[CH:8]=[CH:7][C:4]([C:5]#[N:6])=[CH:3][C:2]=1[Br:1])[C:12]1[CH:17]=[CH:16][CH:15]=[CH:14][CH:13]=1. (6) Given the reactants [C:1]1([C@@H:7]([N:9]([CH:16]2[CH2:25][CH2:24][C:19]3(OCC[O:20]3)[CH2:18][CH2:17]2)[C:10](=[O:15])[C:11]([F:14])([F:13])[F:12])[CH3:8])[CH:6]=[CH:5][CH:4]=[CH:3][CH:2]=1.Cl, predict the reaction product. The product is: [C:1]1([C@@H:7]([N:9]([CH:16]2[CH2:25][CH2:24][C:19](=[O:20])[CH2:18][CH2:17]2)[C:10](=[O:15])[C:11]([F:12])([F:14])[F:13])[CH3:8])[CH:6]=[CH:5][CH:4]=[CH:3][CH:2]=1.